Dataset: Forward reaction prediction with 1.9M reactions from USPTO patents (1976-2016). Task: Predict the product of the given reaction. Given the reactants [C:1]([O:5][C:6](=[O:28])[NH:7][CH2:8][CH2:9][O:10][NH:11][C:12]([C@@H:14]1[CH2:20][CH2:19][C@@H:18]2[CH2:21][N:15]1[C:16](=[O:27])[N:17]2[O:22]S(O)(=O)=O)=[O:13])([CH3:4])([CH3:3])[CH3:2].F[C:30](F)(F)[C:31](O)=O, predict the reaction product. The product is: [OH:22][N:17]1[C:16](=[O:27])[N:15]2[CH2:21][C@H:18]1[CH2:19][CH2:20][C@H:14]2[C:12]([NH:11][O:10][C@H:9]1[CH2:31][CH2:30][N:7]([C:6]([O:5][C:1]([CH3:4])([CH3:3])[CH3:2])=[O:28])[CH2:8]1)=[O:13].